This data is from Catalyst prediction with 721,799 reactions and 888 catalyst types from USPTO. The task is: Predict which catalyst facilitates the given reaction. (1) Reactant: [CH3:1][O:2][C:3]1[CH:4]=[C:5]([CH:9]([C:12](=O)[CH2:13][C:14]2[CH:19]=[CH:18][CH:17]=[CH:16][CH:15]=2)[C:10]#[N:11])[CH:6]=[CH:7][CH:8]=1.[NH2:21][NH2:22].[OH:23][C:24]1[CH:31]=[CH:30][C:27]([CH:28]=O)=[CH:26][CH:25]=1.[F:32][C:33]([F:38])([F:37])[C:34]([OH:36])=[O:35]. Product: [F:32][C:33]([F:38])([F:37])[C:34]([OH:36])=[O:35].[CH3:1][O:2][C:3]1[CH:8]=[CH:7][C:6]2[C:28]([C:27]3[CH:30]=[CH:31][C:24]([OH:23])=[CH:25][CH:26]=3)=[N:11][C:10]3[NH:21][N:22]=[C:12]([CH2:13][C:14]4[CH:19]=[CH:18][CH:17]=[CH:16][CH:15]=4)[C:9]=3[C:5]=2[CH:4]=1. The catalyst class is: 8. (2) Reactant: [Cl:1][C:2]1[CH:7]=[C:6]([Cl:8])[CH:5]=[CH:4][N:3]=1.C(NC(C)C)(C)C.C([Li])CCC.[I:21]I. Product: [Cl:1][C:2]1[C:7]([I:21])=[C:6]([Cl:8])[CH:5]=[CH:4][N:3]=1. The catalyst class is: 49. (3) Reactant: [Cl:1][C:2]1[CH:3]=[C:4]([C:8]2[N:13]=[C:12]3[CH2:14][CH2:15][CH2:16][C:11]3=[C:10]([CH:17]([OH:30])[C:18]3[CH:23]=[CH:22][C:21]([CH2:24][C:25](OCC)=[O:26])=[CH:20][CH:19]=3)[CH:9]=2)[CH:5]=[CH:6][CH:7]=1.[NH3:31]. Product: [ClH:1].[Cl:1][C:2]1[CH:3]=[C:4]([C:8]2[N:13]=[C:12]3[CH2:14][CH2:15][CH2:16][C:11]3=[C:10]([CH:17]([OH:30])[C:18]3[CH:19]=[CH:20][C:21]([CH2:24][C:25]([NH2:31])=[O:26])=[CH:22][CH:23]=3)[CH:9]=2)[CH:5]=[CH:6][CH:7]=1. The catalyst class is: 5. (4) Reactant: [Cl:1][C:2]1[C:3]([N+:9]([O-])=O)=[C:4]([CH:6]=[CH:7][CH:8]=1)[NH2:5].O.O.[Sn](Cl)Cl.[OH-].[Na+]. Product: [Cl:1][C:2]1[C:3]([NH2:9])=[C:4]([NH2:5])[CH:6]=[CH:7][CH:8]=1. The catalyst class is: 240. (5) Reactant: C([O:3][C:4](=[O:14])[C:5]([F:13])([C:7]1[CH:12]=[CH:11][CH:10]=[CH:9][CH:8]=1)[CH3:6])C.O.[OH-].[Li+]. Product: [F:13][C:5]([C:7]1[CH:12]=[CH:11][CH:10]=[CH:9][CH:8]=1)([CH3:6])[C:4]([OH:14])=[O:3]. The catalyst class is: 90. (6) Reactant: C(O[K])(C)(C)C.[C:7]1([NH:13][NH2:14])[CH:12]=[CH:11][CH:10]=[CH:9][CH:8]=1.CO[C:17](=[CH2:20])[C:18]#[N:19]. Product: [C:7]1([N:13]2[CH:20]=[CH:17][C:18]([NH2:19])=[N:14]2)[CH:12]=[CH:11][CH:10]=[CH:9][CH:8]=1. The catalyst class is: 107. (7) Reactant: [NH:1]1[CH2:6][CH2:5][CH:4]([C:7]2[CH:15]=[CH:14][CH:13]=[C:12]3[C:8]=2[CH2:9][C:10](=[O:16])[NH:11]3)[CH2:3][CH2:2]1.[CH3:17][C:18]1[C:22]([C:23]([N:25]2[CH2:30][CH2:29][CH2:28][CH2:27][CH2:26]2)=[O:24])=[CH:21][NH:20][C:19]=1[CH:31]=O. The catalyst class is: 8. Product: [CH3:17][C:18]1[C:22]([C:23]([N:25]2[CH2:30][CH2:29][CH2:28][CH2:27][CH2:26]2)=[O:24])=[CH:21][NH:20][C:19]=1[CH:31]=[C:9]1[C:8]2[C:12](=[CH:13][CH:14]=[CH:15][C:7]=2[CH:4]2[CH2:3][CH2:2][NH:1][CH2:6][CH2:5]2)[NH:11][C:10]1=[O:16]. (8) Reactant: [CH2:1]([O:3][C:4]1[N:8]([CH2:9][CH2:10][OH:11])[N:7]=[C:6]([C:12]2[CH:17]=[CH:16][CH:15]=[CH:14][CH:13]=2)[CH:5]=1)[CH3:2].[Br:18][C:19]1[CH:24]=[CH:23][C:22](O)=[C:21]([Cl:26])[CH:20]=1.N(C(N1CCCCC1)=O)=NC(N1CCCCC1)=O.C(P(CCCC)CCCC)CCC. Product: [Br:18][C:19]1[CH:24]=[CH:23][C:22]([O:11][CH2:10][CH2:9][N:8]2[C:4]([O:3][CH2:1][CH3:2])=[CH:5][C:6]([C:12]3[CH:17]=[CH:16][CH:15]=[CH:14][CH:13]=3)=[N:7]2)=[C:21]([Cl:26])[CH:20]=1. The catalyst class is: 11. (9) Reactant: [CH3:1][O:2][C:3](=[O:16])[C@H:4]([CH2:6][NH:7][C:8](=[O:15])[C:9]1[CH:14]=[CH:13][CH:12]=[CH:11][CH:10]=1)[NH2:5].[Cl:17][C:18]1[CH:26]=[C:25]([C:27]([NH:29][CH2:30][C:31]2[CH:39]=[CH:38][CH:37]=[C:36]3[C:32]=2[CH:33]=[CH:34][NH:35]3)=[O:28])[CH:24]=[CH:23][C:19]=1[C:20](O)=[O:21].C1C=CC2N(O)N=NC=2C=1.CCN=C=NCCCN(C)C. Product: [CH3:1][O:2][C:3](=[O:16])[C@H:4]([CH2:6][NH:7][C:8](=[O:15])[C:9]1[CH:14]=[CH:13][CH:12]=[CH:11][CH:10]=1)[NH:5][C:20](=[O:21])[C:19]1[CH:23]=[CH:24][C:25]([C:27]([NH:29][CH2:30][C:31]2[CH:39]=[CH:38][CH:37]=[C:36]3[C:32]=2[CH:33]=[CH:34][NH:35]3)=[O:28])=[CH:26][C:18]=1[Cl:17]. The catalyst class is: 18.